Dataset: Forward reaction prediction with 1.9M reactions from USPTO patents (1976-2016). Task: Predict the product of the given reaction. Given the reactants C(N([CH2:6][CH3:7])CC)C.[C:8](Cl)(=[O:15])[C:9]1[CH:14]=[CH:13][CH:12]=[CH:11][CH:10]=1.[C:17](=[O:20])([O-])[O-:18].[Na+].[Na+], predict the reaction product. The product is: [C:17]([O:18][C:12]1[CH:13]=[CH:14][C:9]([CH2:8][OH:15])=[CH:10][CH:11]=1)(=[O:20])[C:7]1[CH:6]=[CH:11][CH:10]=[CH:9][CH:8]=1.